This data is from TCR-epitope binding with 47,182 pairs between 192 epitopes and 23,139 TCRs. The task is: Binary Classification. Given a T-cell receptor sequence (or CDR3 region) and an epitope sequence, predict whether binding occurs between them. (1) The epitope is KTSVDCTMYI. The TCR CDR3 sequence is CASSPSEERNTEAFF. Result: 1 (the TCR binds to the epitope). (2) The epitope is HTTDPSFLGRY. The TCR CDR3 sequence is CATNQGASNQPQHF. Result: 1 (the TCR binds to the epitope). (3) The epitope is KLSYGIATV. Result: 1 (the TCR binds to the epitope). The TCR CDR3 sequence is CASSLEVADYEQYF. (4) The epitope is GTSGSPIINR. The TCR CDR3 sequence is CASSLGGTDNEQFF. Result: 1 (the TCR binds to the epitope).